From a dataset of Full USPTO retrosynthesis dataset with 1.9M reactions from patents (1976-2016). Predict the reactants needed to synthesize the given product. Given the product [NH2:14][C:10]1[CH:11]=[CH:12][CH:13]=[C:6]([O:5][CH2:1][CH:2]([CH3:4])[CH3:3])[C:7]=1[C:8]#[N:9], predict the reactants needed to synthesize it. The reactants are: [CH2:1]([O:5][C:6]1[CH:13]=[CH:12][CH:11]=[C:10]([N+:14]([O-])=O)[C:7]=1[C:8]#[N:9])[CH:2]([CH3:4])[CH3:3].